Dataset: Peptide-MHC class I binding affinity with 185,985 pairs from IEDB/IMGT. Task: Regression. Given a peptide amino acid sequence and an MHC pseudo amino acid sequence, predict their binding affinity value. This is MHC class I binding data. (1) The peptide sequence is SFQQPLQQY. The MHC is HLA-A33:01 with pseudo-sequence HLA-A33:01. The binding affinity (normalized) is 0. (2) The peptide sequence is RLAKLTEAI. The MHC is HLA-A29:02 with pseudo-sequence HLA-A29:02. The binding affinity (normalized) is 0.0847. (3) The MHC is HLA-A33:01 with pseudo-sequence HLA-A33:01. The binding affinity (normalized) is 0. The peptide sequence is ACQEAVKLK. (4) The peptide sequence is KMIYDLNAV. The MHC is HLA-A33:01 with pseudo-sequence HLA-A33:01. The binding affinity (normalized) is 0.